This data is from Full USPTO retrosynthesis dataset with 1.9M reactions from patents (1976-2016). The task is: Predict the reactants needed to synthesize the given product. The reactants are: Cl.[I:2][C:3]1[CH:4]=[C:5]2[C:10](=[CH:11][CH:12]=1)[O:9][C@@H:8]([CH2:13][NH2:14])[CH2:7][CH2:6]2.C(=O)(O)[O-].[Na+].[C:20]([O:24][C:25](O[C:25]([O:24][C:20]([CH3:23])([CH3:22])[CH3:21])=[O:26])=[O:26])([CH3:23])([CH3:22])[CH3:21]. Given the product [I:2][C:3]1[CH:4]=[C:5]2[C:10](=[CH:11][CH:12]=1)[O:9][C@@H:8]([CH2:13][NH:14][C:25](=[O:26])[O:24][C:20]([CH3:23])([CH3:22])[CH3:21])[CH2:7][CH2:6]2, predict the reactants needed to synthesize it.